This data is from Forward reaction prediction with 1.9M reactions from USPTO patents (1976-2016). The task is: Predict the product of the given reaction. (1) Given the reactants C(O[CH:4](OCC)[C:5]#[C:6][C:7]1[N:12]=[C:11]([C:13]([O:15][CH3:16])=[O:14])[C:10](=[O:17])[N:9]([C:18]2[CH:23]=[CH:22][CH:21]=[C:20]([C:24]([F:27])([F:26])[F:25])[CH:19]=2)[C:8]=1[CH3:28])C.FC(F)(F)C(O)=O.[NH:39]([C:41]1[CH:42]=[CH:43][C:44]([C:47]#[N:48])=[N:45][CH:46]=1)[NH2:40].Cl.C([O-])(O)=O.[Na+], predict the reaction product. The product is: [C:47]([C:44]1[N:45]=[CH:46][C:41]([N:39]2[C:6]([C:7]3[N:12]=[C:11]([C:13]([O:15][CH3:16])=[O:14])[C:10](=[O:17])[N:9]([C:18]4[CH:23]=[CH:22][CH:21]=[C:20]([C:24]([F:25])([F:27])[F:26])[CH:19]=4)[C:8]=3[CH3:28])=[CH:5][CH:4]=[N:40]2)=[CH:42][CH:43]=1)#[N:48]. (2) The product is: [Br:1][C:2]1[CH:7]=[CH:6][C:5]([CH:8]([C:20]2[CH:25]=[CH:24][CH:23]=[CH:22][C:21]=2[Cl:26])[CH2:9][C:10]([C:12]2[CH:17]=[CH:16][C:15](=[O:18])[NH:14][CH:13]=2)=[O:11])=[CH:4][CH:3]=1. Given the reactants [Br:1][C:2]1[CH:7]=[CH:6][C:5]([CH:8]([C:20]2[CH:25]=[CH:24][CH:23]=[CH:22][C:21]=2[Cl:26])[CH2:9][C:10]([C:12]2[CH:13]=[N:14][C:15]([O:18]C)=[CH:16][CH:17]=2)=[O:11])=[CH:4][CH:3]=1.Cl, predict the reaction product. (3) The product is: [CH:10]([C:9]1[CH:12]=[CH:13][C:14]([O:16][CH2:17][C:18]2[C:19]([CH3:30])=[C:20]([C:24]3[CH:29]=[CH:28][CH:27]=[CH:26][CH:25]=3)[CH:21]=[CH:22][CH:23]=2)=[CH:15][C:8]=1[O:7][CH2:32][C:33]1[CH:34]=[C:35]([CH:38]=[CH:39][CH:40]=1)[C:36]#[N:37])=[O:11]. Given the reactants C(=O)([O-])[O-].[Cs+].[Cs+].[OH:7][C:8]1[CH:15]=[C:14]([O:16][CH2:17][C:18]2[C:19]([CH3:30])=[C:20]([C:24]3[CH:29]=[CH:28][CH:27]=[CH:26][CH:25]=3)[CH:21]=[CH:22][CH:23]=2)[CH:13]=[CH:12][C:9]=1[CH:10]=[O:11].Br[CH2:32][C:33]1[CH:34]=[C:35]([CH:38]=[CH:39][CH:40]=1)[C:36]#[N:37], predict the reaction product. (4) Given the reactants [Cl:1][C:2]1[CH:7]=[CH:6][C:5]([C:8]2[N:13]=[C:12]3[CH2:14][CH2:15][CH2:16][C:11]3=[C:10]([NH:17][C:18]3[CH:23]=[CH:22][C:21]([CH2:24][C:25](OCC)=[O:26])=[CH:20][CH:19]=3)[CH:9]=2)=[CH:4][CH:3]=1.NC1C=CC(CCO)=CC=1, predict the reaction product. The product is: [ClH:1].[Cl:1][C:2]1[CH:3]=[CH:4][C:5]([C:8]2[N:13]=[C:12]3[CH2:14][CH2:15][CH2:16][C:11]3=[C:10]([NH:17][C:18]3[CH:19]=[CH:20][C:21]([CH2:24][CH2:25][OH:26])=[CH:22][CH:23]=3)[CH:9]=2)=[CH:6][CH:7]=1. (5) Given the reactants [CH3:1][C:2]1[CH:3]=[C:4]([OH:11])[CH:5]=[CH:6][C:7]=1[N+:8]([O-:10])=[O:9].[CH2:12]([O:19][CH2:20][CH2:21]O)[C:13]1[CH:18]=[CH:17][CH:16]=[CH:15][CH:14]=1.C1(P(C2C=CC=CC=2)C2C=CC=CC=2)C=CC=CC=1, predict the reaction product. The product is: [CH2:12]([O:19][CH2:20][CH2:21][O:11][C:4]1[CH:5]=[CH:6][C:7]([N+:8]([O-:10])=[O:9])=[C:2]([CH3:1])[CH:3]=1)[C:13]1[CH:18]=[CH:17][CH:16]=[CH:15][CH:14]=1.